This data is from Merck oncology drug combination screen with 23,052 pairs across 39 cell lines. The task is: Regression. Given two drug SMILES strings and cell line genomic features, predict the synergy score measuring deviation from expected non-interaction effect. (1) Drug 1: COc1cccc2c1C(=O)c1c(O)c3c(c(O)c1C2=O)CC(O)(C(=O)CO)CC3OC1CC(N)C(O)C(C)O1. Drug 2: CC(C)CC(NC(=O)C(Cc1ccccc1)NC(=O)c1cnccn1)B(O)O. Cell line: SKMES1. Synergy scores: synergy=-19.8. (2) Drug 1: CC1CC2C3CCC4=CC(=O)C=CC4(C)C3(F)C(O)CC2(C)C1(O)C(=O)CO. Drug 2: O=C(NOCC(O)CO)c1ccc(F)c(F)c1Nc1ccc(I)cc1F. Cell line: CAOV3. Synergy scores: synergy=59.6. (3) Drug 1: CN1C(=O)C=CC2(C)C3CCC4(C)C(NC(=O)OCC(F)(F)F)CCC4C3CCC12. Drug 2: CCC1=CC2CN(C1)Cc1c([nH]c3ccccc13)C(C(=O)OC)(c1cc3c(cc1OC)N(C)C1C(O)(C(=O)OC)C(OC(C)=O)C4(CC)C=CCN5CCC31C54)C2. Cell line: DLD1. Synergy scores: synergy=3.97. (4) Drug 1: Cn1nnc2c(C(N)=O)ncn2c1=O. Drug 2: CC1(c2nc3c(C(N)=O)cccc3[nH]2)CCCN1. Cell line: NCIH1650. Synergy scores: synergy=-31.1. (5) Drug 1: O=S1(=O)NC2(CN1CC(F)(F)F)C1CCC2Cc2cc(C=CCN3CCC(C(F)(F)F)CC3)ccc2C1. Drug 2: COC1=C2CC(C)CC(OC)C(O)C(C)C=C(C)C(OC(N)=O)C(OC)C=CC=C(C)C(=O)NC(=CC1=O)C2=O. Cell line: ZR751. Synergy scores: synergy=-15.7. (6) Drug 2: CNC(=O)c1cc(Oc2ccc(NC(=O)Nc3ccc(Cl)c(C(F)(F)F)c3)cc2)ccn1. Cell line: CAOV3. Synergy scores: synergy=24.5. Drug 1: CC1CC2C3CCC4=CC(=O)C=CC4(C)C3(F)C(O)CC2(C)C1(O)C(=O)CO.